Dataset: Forward reaction prediction with 1.9M reactions from USPTO patents (1976-2016). Task: Predict the product of the given reaction. (1) Given the reactants [CH2:1]([O:8][C:9]1[C:10]2[N:11]([C:16]([C:20](O)=[O:21])=[C:17]([CH3:19])[N:18]=2)[CH:12]=[C:13]([CH3:15])[CH:14]=1)[C:2]1[CH:7]=[CH:6][CH:5]=[CH:4][CH:3]=1.CN(C(ON1N=NC2C=CC=NC1=2)=[N+](C)C)C.F[P-](F)(F)(F)(F)F.C(N(CC)C(C)C)(C)C.[NH2:56][CH2:57][C:58]([NH:63][C:64](=[O:70])[O:65][C:66]([CH3:69])([CH3:68])[CH3:67])([CH3:62])[CH2:59][CH2:60][CH3:61], predict the reaction product. The product is: [CH2:1]([O:8][C:9]1[C:10]2[N:11]([C:16]([C:20]([NH:56][CH2:57][C:58]([NH:63][C:64](=[O:70])[O:65][C:66]([CH3:69])([CH3:68])[CH3:67])([CH3:62])[CH2:59][CH2:60][CH3:61])=[O:21])=[C:17]([CH3:19])[N:18]=2)[CH:12]=[C:13]([CH3:15])[CH:14]=1)[C:2]1[CH:3]=[CH:4][CH:5]=[CH:6][CH:7]=1. (2) Given the reactants CN(C(ON1N=NC2C=CC=NC1=2)=[N+](C)C)C.F[P-](F)(F)(F)(F)F.[Cl:25][C:26]1[N:30]2[CH:31]=[C:32]([C:39]3[O:40][CH:41]=[CH:42][CH:43]=3)[CH:33]=[C:34]([C:35]([F:38])([F:37])[F:36])[C:29]2=[N:28][C:27]=1[C:44](O)=[O:45].[CH3:47][N:48]1[CH:52]=[C:51]([CH2:53][NH2:54])[N:50]=[CH:49]1, predict the reaction product. The product is: [CH3:47][N:48]1[CH:52]=[C:51]([CH2:53][NH:54][C:44]([C:27]2[N:28]=[C:29]3[C:34]([C:35]([F:37])([F:38])[F:36])=[CH:33][C:32]([C:39]4[O:40][CH:41]=[CH:42][CH:43]=4)=[CH:31][N:30]3[C:26]=2[Cl:25])=[O:45])[N:50]=[CH:49]1. (3) Given the reactants ClC1C([N+]([O-])=[O:9])=CC=C(Cl)N=1.[Cl:12][C:13]1[N:18]=[C:17]([C:19]#[N:20])[C:16]([N+:21]([O-])=O)=[CH:15][CH:14]=1.C([Cu])#N, predict the reaction product. The product is: [NH2:21][C:16]1[C:17]([C:19]([NH2:20])=[O:9])=[N:18][C:13]([Cl:12])=[CH:14][CH:15]=1. (4) Given the reactants CC1(C)C2C(=CC=CC=2)N(C([NH:13][CH2:14][CH:15]2[CH2:20][CH2:19][N:18]([CH2:21][CH2:22][C:23]([OH:25])=[O:24])[CH2:17][CH2:16]2)=O)C1=O.F[C:29](F)(F)[C:30](O)=O, predict the reaction product. The product is: [NH2:13][CH2:14][CH:15]1[CH2:16][CH2:17][N:18]([CH2:21][CH2:22][C:23]([O:25][CH2:29][CH3:30])=[O:24])[CH2:19][CH2:20]1. (5) Given the reactants [Si:1]([O:8]S(C(F)(F)F)(=O)=O)([C:4]([CH3:7])([CH3:6])[CH3:5])([CH3:3])[CH3:2].[F:16][C:17]1[C:18]([CH3:30])=[N:19][C:20]2[C:25]([N:26]=1)=[C:24]([C:27](=O)[CH3:28])[CH:23]=[CH:22][CH:21]=2, predict the reaction product. The product is: [Si:1]([O:8][C:27]([C:24]1[CH:23]=[CH:22][CH:21]=[C:20]2[C:25]=1[N:26]=[C:17]([F:16])[C:18]([CH3:30])=[N:19]2)=[CH2:28])([C:4]([CH3:5])([CH3:6])[CH3:7])([CH3:2])[CH3:3]. (6) Given the reactants Cl[C:2]1[N:6]([CH2:7][O:8][CH2:9][CH2:10][Si:11]([CH3:14])([CH3:13])[CH3:12])[C:5]2[CH:15]=[CH:16][C:17]([C:19]([F:22])([F:21])[F:20])=[CH:18][C:4]=2[N:3]=1.[F:23][C:24]([F:39])([F:38])[C:25]1[C:26]([N:31]2[CH2:36][CH2:35][NH:34][C:33](=[O:37])[CH2:32]2)=[N:27][CH:28]=[CH:29][CH:30]=1.C1(P(C2C=CC=CC=2)C2C3OC4C(=CC=CC=4P(C4C=CC=CC=4)C4C=CC=CC=4)C(C)(C)C=3C=CC=2)C=CC=CC=1.C(=O)([O-])[O-].[Cs+].[Cs+], predict the reaction product. The product is: [F:39][C:24]([F:23])([F:38])[C:25]1[C:26]([N:31]2[CH2:36][CH2:35][N:34]([C:2]3[N:6]([CH2:7][O:8][CH2:9][CH2:10][Si:11]([CH3:14])([CH3:13])[CH3:12])[C:5]4[CH:15]=[CH:16][C:17]([C:19]([F:22])([F:21])[F:20])=[CH:18][C:4]=4[N:3]=3)[C:33](=[O:37])[CH2:32]2)=[N:27][CH:28]=[CH:29][CH:30]=1. (7) The product is: [CH3:10][O:9][C:8]1[C:7](=[O:11])[CH:6]=[C:5]([CH3:13])[C:4](=[O:21])[C:3]=1[O:2][CH3:1]. Given the reactants [CH3:1][O:2][C:3]1[CH:4]=[C:5]([CH3:13])[CH:6]=[C:7]([O:11]C)[C:8]=1[O:9][CH3:10].C1(C)C=CC(S(O)(=O)=[O:21])=CC=1.OO.[N+]([O-])(O)=O, predict the reaction product. (8) The product is: [NH2:1][C:2]1[CH:3]=[C:4]([C:5]([N:46]2[CH2:45][CH:44]([C:41]3[CH:42]=[CH:43][C:38]([Br:37])=[CH:39][CH:40]=3)[CH2:47]2)=[O:7])[CH:8]=[CH:9][C:10]=1[CH3:11]. Given the reactants [NH2:1][C:2]1[CH:3]=[C:4]([CH:8]=[CH:9][C:10]=1[CH3:11])[C:5]([OH:7])=O.CN(C(ON1N=NC2C=CC=CC1=2)=[N+](C)C)C.F[P-](F)(F)(F)(F)F.Cl.[Br:37][C:38]1[CH:43]=[CH:42][C:41]([CH:44]2[CH2:47][NH:46][CH2:45]2)=[CH:40][CH:39]=1.CCN(C(C)C)C(C)C, predict the reaction product.